This data is from Reaction yield outcomes from USPTO patents with 853,638 reactions. The task is: Predict the reaction yield, written as a fraction of the theoretical maximum amount of product (1.0 means a 100% yield; for example, 0.34 means a 34% yield). (1) The catalyst is C(O)C. The product is [I:16][C:17]1[CH:22]=[C:21]([I:23])[CH:20]=[C:19]([I:24])[C:18]=1[O:25][CH2:2][CH2:3][CH2:4][CH2:5][CH2:6][CH2:7][CH2:8][CH2:9][CH2:10][CH2:11][CH2:12][C:13]([OH:15])=[O:14]. The yield is 0.600. The reactants are Br[CH2:2][CH2:3][CH2:4][CH2:5][CH2:6][CH2:7][CH2:8][CH2:9][CH2:10][CH2:11][CH2:12][C:13]([OH:15])=[O:14].[I:16][C:17]1[CH:22]=[C:21]([I:23])[CH:20]=[C:19]([I:24])[C:18]=1[OH:25].[OH-].[K+]. (2) The reactants are [Cl-].O[NH3+:3].[C:4](=[O:7])([O-])[OH:5].[Na+].CS(C)=O.[OH:13][CH:14]([CH3:51])[CH2:15][O:16][C:17]1[CH:22]=[CH:21][C:20]([N:23]2[C:28](=[O:29])[C:27]([CH2:30][C:31]3[CH:36]=[CH:35][C:34]([C:37]4[C:38]([C:43]#[N:44])=[CH:39][CH:40]=[CH:41][CH:42]=4)=[CH:33][CH:32]=3)=[C:26]([CH2:45][CH2:46][CH3:47])[N:25]3[N:48]=[CH:49][CH:50]=[C:24]23)=[CH:19][CH:18]=1. The catalyst is C(OCC)(=O)C. The product is [OH:13][CH:14]([CH3:51])[CH2:15][O:16][C:17]1[CH:18]=[CH:19][C:20]([N:23]2[C:28](=[O:29])[C:27]([CH2:30][C:31]3[CH:36]=[CH:35][C:34]([C:37]4[CH:42]=[CH:41][CH:40]=[CH:39][C:38]=4[C:43]4[NH:3][C:4](=[O:7])[O:5][N:44]=4)=[CH:33][CH:32]=3)=[C:26]([CH2:45][CH2:46][CH3:47])[N:25]3[N:48]=[CH:49][CH:50]=[C:24]23)=[CH:21][CH:22]=1. The yield is 0.380. (3) The reactants are C([O:3][C:4]([C:6]1[C:7]([O:18][C:19]2[CH:24]=[CH:23][CH:22]=[CH:21][C:20]=2[CH3:25])=[N:8][C:9]([C:12]2[N:17]=[CH:16][CH:15]=[CH:14][N:13]=2)=[N:10][CH:11]=1)=[O:5])C.Cl. The catalyst is C(O)C. The yield is 0.850. The product is [C:20]1([CH3:25])[CH:21]=[CH:22][CH:23]=[CH:24][C:19]=1[O:18][C:7]1[C:6]([C:4]([OH:5])=[O:3])=[CH:11][N:10]=[C:9]([C:12]2[N:13]=[CH:14][CH:15]=[CH:16][N:17]=2)[N:8]=1. (4) The reactants are [CH3:1][O:2][C:3]1[C:4](C(O)=O)=[CH:5][C:6]2[C:11]([CH:12]=1)=[CH:10][CH:9]=[CH:8][CH:7]=2.CC[N:18]([CH2:21]C)CC.C1C=CC(P(N=[N+]=[N-])(C2C=CC=CC=2)=[O:30])=CC=1.[CH2:40]([OH:47])[C:41]1[CH:46]=[CH:45][CH:44]=[CH:43][CH:42]=1. The catalyst is C1(C)C=CC=CC=1. The product is [C:21]([NH:18][C:5]1[C:6]2[C:11](=[CH:10][CH:9]=[CH:8][CH:7]=2)[CH:12]=[C:3]([O:2][CH3:1])[CH:4]=1)([O:47][CH2:40][C:41]1[CH:46]=[CH:45][CH:44]=[CH:43][CH:42]=1)=[O:30]. The yield is 1.00. (5) The reactants are [OH-].[Na+].Cl.[Cl:4][C:5]1[CH:6]=[C:7]([CH:31]=[CH:32][C:33]=1[F:34])[O:8][C:9]1[CH:10]=[CH:11][C:12]2[N:16]=[C:15]([CH2:17][O:18][C:19]3[CH:20]=[C:21]([CH:26]=[CH:27][CH:28]=3)[C:22]([O:24]C)=[O:23])[N:14]([CH3:29])[C:13]=2[CH:30]=1.Cl. The catalyst is O1CCOCC1. The product is [ClH:4].[Cl:4][C:5]1[CH:6]=[C:7]([CH:31]=[CH:32][C:33]=1[F:34])[O:8][C:9]1[CH:10]=[CH:11][C:12]2[N:16]=[C:15]([CH2:17][O:18][C:19]3[CH:20]=[C:21]([CH:26]=[CH:27][CH:28]=3)[C:22]([OH:24])=[O:23])[N:14]([CH3:29])[C:13]=2[CH:30]=1. The yield is 0.700. (6) The reactants are C(OC([N:8]([C:16]1[C:20]2[CH:21]=[C:22]([Cl:35])[C:23]([CH2:25][O:26][C:27]3[CH:32]=[CH:31][C:30]([Cl:33])=[C:29]([F:34])[CH:28]=3)=[CH:24][C:19]=2[O:18][N:17]=1)C(=O)OC(C)(C)C)=O)(C)(C)C.FC(F)(F)C(O)=O. The catalyst is C(Cl)Cl. The product is [Cl:35][C:22]1[C:23]([CH2:25][O:26][C:27]2[CH:32]=[CH:31][C:30]([Cl:33])=[C:29]([F:34])[CH:28]=2)=[CH:24][C:19]2[O:18][N:17]=[C:16]([NH2:8])[C:20]=2[CH:21]=1. The yield is 0.910.